This data is from Full USPTO retrosynthesis dataset with 1.9M reactions from patents (1976-2016). The task is: Predict the reactants needed to synthesize the given product. (1) Given the product [C:10]([C:7]1[O:6][C:5]([C:3]([OH:4])=[O:2])=[CH:9][CH:8]=1)(=[O:17])[C:11]1[CH:16]=[CH:15][CH:14]=[CH:13][CH:12]=1, predict the reactants needed to synthesize it. The reactants are: C[O:2][C:3]([C:5]1[O:6][C:7]([C:10](=[O:17])[C:11]2[CH:16]=[CH:15][CH:14]=[CH:13][CH:12]=2)=[CH:8][CH:9]=1)=[O:4].[OH-].[Na+]. (2) Given the product [Cl:1][C:2]1[C:3]([N:11]2[CH:16]=[CH:17][CH:13]=[CH:12]2)=[C:4]([CH:8]=[CH:9][CH:10]=1)[C:5]([OH:7])=[O:6], predict the reactants needed to synthesize it. The reactants are: [Cl:1][C:2]1[C:3]([NH2:11])=[C:4]([CH:8]=[CH:9][CH:10]=1)[C:5]([OH:7])=[O:6].[CH3:12][CH:13]1[CH2:17][CH2:16]C(C)O1.Cl.N1C=CC=CC=1. (3) Given the product [BrH:12].[Br:12][CH2:9][C:8]#[C:7][C:3]1[CH:2]=[N:1][CH:6]=[CH:5][CH:4]=1, predict the reactants needed to synthesize it. The reactants are: [N:1]1[CH:6]=[CH:5][CH:4]=[C:3]([C:7]#[C:8][CH2:9]O)[CH:2]=1.P(Br)(Br)[Br:12]. (4) Given the product [CH:1]([C:4]1[CH:9]=[CH:8][CH:7]=[CH:6][C:5]=1[S:10][C:11]1[CH:16]=[CH:15][C:14](/[CH:17]=[CH:18]/[C:19]([N:21]2[CH2:26][CH2:25][CH2:24][CH:23]([C:27]3[NH:28][N:29]=[N:30][N:31]=3)[CH2:22]2)=[O:20])=[CH:13][C:12]=1[N+:35]([O-:37])=[O:36])([CH3:3])[CH3:2], predict the reactants needed to synthesize it. The reactants are: [CH:1]([C:4]1[CH:9]=[CH:8][CH:7]=[CH:6][C:5]=1[S:10][C:11]1[CH:16]=[CH:15][C:14](/[CH:17]=[CH:18]/[C:19]([N:21]2[CH2:26][CH2:25][CH2:24][CH:23]([C:27]3[N:28]=[N:29][N:30](COC)[N:31]=3)[CH2:22]2)=[O:20])=[CH:13][C:12]=1[N+:35]([O-:37])=[O:36])([CH3:3])[CH3:2]. (5) Given the product [Br:23][C:24]1[CH:29]=[CH:28][C:27]([O:20][CH2:19][C:18]([F:22])([F:21])[F:17])=[CH:26][C:25]=1[C:31]([F:32])([F:33])[F:34], predict the reactants needed to synthesize it. The reactants are: CC(C)([O-])C.[Na+].C1COCC1.CN(C=O)C.[F:17][C:18]([F:22])([F:21])[CH2:19][OH:20].[Br:23][C:24]1[CH:29]=[CH:28][C:27](F)=[CH:26][C:25]=1[C:31]([F:34])([F:33])[F:32]. (6) Given the product [N+:1]([C:4]1[CH:11]=[CH:10][CH:9]=[CH:8][C:5]=1[CH2:6][CH:13]([C:14]([O:16][CH2:17][CH3:18])=[O:15])[C:12]([O:20][CH2:21][CH3:22])=[O:19])([O-:3])=[O:2], predict the reactants needed to synthesize it. The reactants are: [N+:1]([C:4]1[CH:11]=[CH:10][CH:9]=[CH:8][C:5]=1[CH2:6]Br)([O-:3])=[O:2].[C:12]([O:20][CH2:21][CH3:22])(=[O:19])[CH2:13][C:14]([O:16][CH2:17][CH3:18])=[O:15].C(=O)([O-])[O-].[K+].[K+].C1OCCOCCOCCOCCOCCOC1.